Dataset: Full USPTO retrosynthesis dataset with 1.9M reactions from patents (1976-2016). Task: Predict the reactants needed to synthesize the given product. (1) Given the product [NH:30]([C:31]([NH:1][C:2]1[CH:3]=[CH:4][C:5]2[N:9]=[CH:8][N:7]([CH:10]([C:17]3[CH:22]=[CH:21][CH:20]=[CH:19][CH:18]=3)[CH2:11][C:12]([O:14][CH3:15])=[O:13])[C:6]=2[CH:23]=1)=[O:32])[C:24]1[CH:29]=[CH:28][CH:27]=[CH:26][CH:25]=1.[NH2:30][C:24]1[CH:25]=[CH:26][CH:27]=[CH:28][C:29]=1[C:42]([NH:1][C:2]1[CH:3]=[CH:4][C:5]2[N:9]=[CH:8][N:7]([CH:10]([C:17]3[CH:18]=[CH:19][CH:20]=[CH:21][CH:22]=3)[CH2:11][C:12]([OH:14])=[O:13])[C:6]=2[CH:23]=1)=[O:43], predict the reactants needed to synthesize it. The reactants are: [NH2:1][C:2]1[CH:3]=[CH:4][C:5]2[N:9]=[CH:8][N:7]([CH:10]([C:17]3[CH:22]=[CH:21][CH:20]=[CH:19][CH:18]=3)[CH2:11][C:12]([O:14][CH2:15]C)=[O:13])[C:6]=2[CH:23]=1.[C:24]1([N:30]=[C:31]=[O:32])[CH:29]=[CH:28][CH:27]=[CH:26][CH:25]=1.C(N(CC)C(C)C)(C)C.[CH3:42][OH:43]. (2) Given the product [Cl:11][C:9]1[CH:10]=[C:2]([C:26]2[N:27]=[CH:28][NH:29][CH:30]=2)[CH:3]=[C:4]2[C:8]=1[C:7](=[O:12])[N:6]([CH2:13][C:14]1[CH:19]=[CH:18][C:17]([Cl:20])=[CH:16][CH:15]=1)[CH2:5]2, predict the reactants needed to synthesize it. The reactants are: Br[C:2]1[CH:3]=[C:4]2[C:8](=[C:9]([Cl:11])[CH:10]=1)[C:7](=[O:12])[N:6]([CH2:13][C:14]1[CH:19]=[CH:18][C:17]([Cl:20])=[CH:16][CH:15]=1)[CH2:5]2.C([Sn](CCCC)(CCCC)[C:26]1[N:27]=[CH:28][N:29](C(C2C=CC=CC=2)(C2C=CC=CC=2)C2C=CC=CC=2)[CH:30]=1)CCC. (3) Given the product [CH2:5]([O:4][PH:1](=[O:2])[O:3][CH2:33][C:27]1[CH:32]=[CH:31][CH:30]=[CH:29][CH:28]=1)[C:9]1[CH:26]=[CH:25][CH:24]=[CH:23][CH:22]=1, predict the reactants needed to synthesize it. The reactants are: [P:1]([O:4][CH:5]([CH3:9])C([O-])=O)(=[O:3])=[O:2].S(Cl)(Cl)=O.C1(O)C=CC=CC=1.N1[CH:26]=[CH:25][CH:24]=[CH:23][CH:22]=1.[C:27]1([CH3:33])[CH:32]=[CH:31][CH:30]=[CH:29][CH:28]=1. (4) Given the product [CH2:1]([NH:8][C:9]([C:11]1[S:15][C:14]([C:16]2[O:17][CH:31]=[N:30][CH:29]=2)=[N:13][C:12]=1[CH3:18])=[O:10])[C:2]1[CH:7]=[CH:6][CH:5]=[CH:4][CH:3]=1, predict the reactants needed to synthesize it. The reactants are: [CH2:1]([NH:8][C:9]([C:11]1[S:15][C:14]([CH:16]=[O:17])=[N:13][C:12]=1[CH3:18])=[O:10])[C:2]1[CH:7]=[CH:6][CH:5]=[CH:4][CH:3]=1.S([CH2:29][N+:30]#[C-:31])(C1C=CC(C)=CC=1)(=O)=O.C(=O)([O-])[O-].[K+].[K+].